Dataset: NCI-60 drug combinations with 297,098 pairs across 59 cell lines. Task: Regression. Given two drug SMILES strings and cell line genomic features, predict the synergy score measuring deviation from expected non-interaction effect. (1) Drug 1: CN(CC1=CN=C2C(=N1)C(=NC(=N2)N)N)C3=CC=C(C=C3)C(=O)NC(CCC(=O)O)C(=O)O. Drug 2: CS(=O)(=O)OCCCCOS(=O)(=O)C. Cell line: HS 578T. Synergy scores: CSS=43.5, Synergy_ZIP=-1.43, Synergy_Bliss=-1.40, Synergy_Loewe=-18.7, Synergy_HSA=0.153. (2) Drug 1: CN1C(=O)N2C=NC(=C2N=N1)C(=O)N. Drug 2: CC(C)NC(=O)C1=CC=C(C=C1)CNNC.Cl. Cell line: A549. Synergy scores: CSS=-2.60, Synergy_ZIP=1.11, Synergy_Bliss=-0.202, Synergy_Loewe=-0.350, Synergy_HSA=-1.62. (3) Drug 1: C1CCC(CC1)NC(=O)N(CCCl)N=O. Drug 2: CC1=C(N=C(N=C1N)C(CC(=O)N)NCC(C(=O)N)N)C(=O)NC(C(C2=CN=CN2)OC3C(C(C(C(O3)CO)O)O)OC4C(C(C(C(O4)CO)O)OC(=O)N)O)C(=O)NC(C)C(C(C)C(=O)NC(C(C)O)C(=O)NCCC5=NC(=CS5)C6=NC(=CS6)C(=O)NCCC[S+](C)C)O. Cell line: SF-539. Synergy scores: CSS=30.3, Synergy_ZIP=-9.41, Synergy_Bliss=-2.83, Synergy_Loewe=-2.80, Synergy_HSA=-1.46. (4) Drug 1: CC(C1=C(C=CC(=C1Cl)F)Cl)OC2=C(N=CC(=C2)C3=CN(N=C3)C4CCNCC4)N. Drug 2: C1=C(C(=O)NC(=O)N1)N(CCCl)CCCl. Cell line: OVCAR-5. Synergy scores: CSS=16.2, Synergy_ZIP=-7.31, Synergy_Bliss=1.07, Synergy_Loewe=-2.74, Synergy_HSA=0.803.